From a dataset of TCR-epitope binding with 47,182 pairs between 192 epitopes and 23,139 TCRs. Binary Classification. Given a T-cell receptor sequence (or CDR3 region) and an epitope sequence, predict whether binding occurs between them. (1) The epitope is GTSGSPIINR. The TCR CDR3 sequence is CASSQGVLAYEQYF. Result: 0 (the TCR does not bind to the epitope). (2) The epitope is KRWIIMGLNK. The TCR CDR3 sequence is CSARDQGEWGIKETQYF. Result: 0 (the TCR does not bind to the epitope). (3) The epitope is IVTDFSVIK. The TCR CDR3 sequence is CASSMSGANVLTF. Result: 1 (the TCR binds to the epitope). (4) The epitope is SSNVANYQK. Result: 1 (the TCR binds to the epitope). The TCR CDR3 sequence is CASNGVTSNYGYTF. (5) The epitope is QIKVRVKMV. The TCR CDR3 sequence is CASSQEFPGQGYGYTF. Result: 0 (the TCR does not bind to the epitope). (6) The epitope is AYILFTRFFYV. The TCR CDR3 sequence is CASSLARGGTEAFF. Result: 0 (the TCR does not bind to the epitope).